From a dataset of Full USPTO retrosynthesis dataset with 1.9M reactions from patents (1976-2016). Predict the reactants needed to synthesize the given product. Given the product [Cl:21][C:6]1[CH:5]=[N+:4]([O-:24])[CH:3]=[C:2]([Cl:1])[C:7]=1[CH2:8][C@@H:9]([C:11]1[CH:16]=[CH:15][C:14]([O:17][CH3:18])=[C:13]([O:19][CH3:20])[CH:12]=1)[OH:10], predict the reactants needed to synthesize it. The reactants are: [Cl:1][C:2]1[CH:3]=[N:4][CH:5]=[C:6]([Cl:21])[C:7]=1[CH2:8][C@@H:9]([C:11]1[CH:16]=[CH:15][C:14]([O:17][CH3:18])=[C:13]([O:19][CH3:20])[CH:12]=1)[OH:10].C(OCC)(=[O:24])C.